This data is from Full USPTO retrosynthesis dataset with 1.9M reactions from patents (1976-2016). The task is: Predict the reactants needed to synthesize the given product. (1) Given the product [F:1][C:2]1[CH:11]=[CH:10][C:5]([C:6]2[NH:8][N:9]=[C:12]([C:14]3[CH:15]=[CH:16][C:17]([C@@H:20]4[O:25][CH2:24][CH2:23][N:22]([C:26]([O:28][C:29]([CH3:32])([CH3:31])[CH3:30])=[O:27])[CH2:21]4)=[CH:18][CH:19]=3)[N:13]=2)=[CH:4][CH:3]=1, predict the reactants needed to synthesize it. The reactants are: [F:1][C:2]1[CH:11]=[CH:10][C:5]([C:6]([NH:8][NH2:9])=O)=[CH:4][CH:3]=1.[C:12]([C:14]1[CH:19]=[CH:18][C:17]([C@@H:20]2[O:25][CH2:24][CH2:23][N:22]([C:26]([O:28][C:29]([CH3:32])([CH3:31])[CH3:30])=[O:27])[CH2:21]2)=[CH:16][CH:15]=1)#[N:13].C(=O)([O-])[O-].[K+].[K+]. (2) Given the product [Cl:8][C:9]1[CH:14]=[CH:13][C:12]([N:28]2[CH2:27][CH2:26][N:25]([C:18]([O:20][C:21]([CH3:24])([CH3:23])[CH3:22])=[O:19])[CH2:30][CH2:29]2)=[CH:11][C:10]=1[O:16][CH3:17], predict the reactants needed to synthesize it. The reactants are: C1(C)C=CC=CC=1.[Cl:8][C:9]1[CH:14]=[CH:13][C:12](Br)=[CH:11][C:10]=1[O:16][CH3:17].[C:18]([N:25]1[CH2:30][CH2:29][NH:28][CH2:27][CH2:26]1)([O:20][C:21]([CH3:24])([CH3:23])[CH3:22])=[O:19].CC(C)([O-])C.[Na+].